This data is from Full USPTO retrosynthesis dataset with 1.9M reactions from patents (1976-2016). The task is: Predict the reactants needed to synthesize the given product. (1) Given the product [Cl:16][C:17]1[N:22]=[C:21]([N:13]2[CH2:12][CH2:11][CH:10]([CH2:9][NH:8][C:6](=[O:7])[O:5][C:2]([CH3:1])([CH3:3])[CH3:4])[CH2:15][CH2:14]2)[CH:20]=[CH:19][N:18]=1, predict the reactants needed to synthesize it. The reactants are: [CH3:1][C:2]([O:5][C:6]([NH:8][CH2:9][CH:10]1[CH2:15][CH2:14][NH:13][CH2:12][CH2:11]1)=[O:7])([CH3:4])[CH3:3].[Cl:16][C:17]1[N:22]=[C:21](Cl)[CH:20]=[CH:19][N:18]=1.C(N(CC)CC)C. (2) The reactants are: [CH3:1][N:2]1[C:10]2[C:5](=[C:6]([N+:11]([O-:13])=[O:12])[CH:7]=[CH:8][CH:9]=2)[CH:4]=[CH:3]1.B.O1CCCC1.FC(F)(F)C(O)=O. Given the product [CH3:1][N:2]1[C:10]2[C:5](=[C:6]([N+:11]([O-:13])=[O:12])[CH:7]=[CH:8][CH:9]=2)[CH2:4][CH2:3]1, predict the reactants needed to synthesize it.